This data is from Full USPTO retrosynthesis dataset with 1.9M reactions from patents (1976-2016). The task is: Predict the reactants needed to synthesize the given product. (1) Given the product [O:28]1[C:32]2([CH2:37][CH2:36][CH:35]([N:38]([CH2:39][CH:40]3[CH2:44][CH2:43][CH2:42][O:41]3)[S:24]([C:21]3[CH:22]=[CH:23][C:18]([NH:17][C:13]4[N:12]=[C:11]([NH:10][C:5]5[CH:4]=[CH:3][C:8]([F:9])=[CH:7][CH:6]=5)[CH:16]=[CH:15][N:14]=4)=[CH:19][CH:20]=3)(=[O:25])=[O:26])[CH2:34][CH2:33]2)[O:31][CH2:30][CH2:29]1, predict the reactants needed to synthesize it. The reactants are: Cl.C[C:3]1[CH:4]=[C:5]([NH:10][C:11]2[CH:16]=[CH:15][N:14]=[C:13]([NH:17][C:18]3[CH:23]=[CH:22][C:21]([S:24](Cl)(=[O:26])=[O:25])=[CH:20][CH:19]=3)[N:12]=2)[CH:6]=[CH:7][C:8]=1[F:9].[O:28]1[C:32]2([CH2:37][CH2:36][CH:35]([NH:38][CH2:39][CH:40]3[CH2:44][CH2:43][CH2:42][O:41]3)[CH2:34][CH2:33]2)[O:31][CH2:30][CH2:29]1. (2) Given the product [CH2:16]([C:18]1[C:26]2[C:21](=[CH:22][CH:23]=[C:24]([C:27]([F:28])([F:30])[F:29])[CH:25]=2)[N:20]([NH:31][C:8]([C:7]2[C:2]([CH3:1])=[N:3][C:4]([C:11]3[S:12][CH:13]=[CH:14][N:15]=3)=[N:5][CH:6]=2)=[O:10])[CH:19]=1)[CH3:17], predict the reactants needed to synthesize it. The reactants are: [CH3:1][C:2]1[C:7]([C:8]([OH:10])=O)=[CH:6][N:5]=[C:4]([C:11]2[S:12][CH:13]=[CH:14][N:15]=2)[N:3]=1.[CH2:16]([C:18]1[C:26]2[C:21](=[CH:22][CH:23]=[C:24]([C:27]([F:30])([F:29])[F:28])[CH:25]=2)[N:20]([NH2:31])[CH:19]=1)[CH3:17].C[N+]1(C2N=C(OC)N=C(OC)N=2)CCOCC1.[Cl-]. (3) Given the product [Cl:29][C:19]1[CH:18]=[C:17]([C@@:10]2([CH3:16])[C:11]([CH:13]([CH3:15])[CH3:14])=[CH:12][N:7]([CH2:6][CH2:5][C:4]([OH:31])=[O:3])[C:8](=[O:30])[NH:9]2)[CH:22]=[CH:21][C:20]=1[CH2:23][CH2:24][C:25]([CH3:26])([CH3:28])[CH3:27], predict the reactants needed to synthesize it. The reactants are: C([O:3][C:4](=[O:31])[CH2:5][CH2:6][N:7]1[CH:12]=[C:11]([CH:13]([CH3:15])[CH3:14])[C@@:10]([C:17]2[CH:22]=[CH:21][C:20]([CH2:23][CH2:24][C:25]([CH3:28])([CH3:27])[CH3:26])=[C:19]([Cl:29])[CH:18]=2)([CH3:16])[NH:9][C:8]1=[O:30])C.[OH-].[Na+]. (4) Given the product [Br-:28].[CH2:21]([N+:18]1[CH:19]=[CH:20][C:15]([C:11]2[CH:12]=[C:13]3[C:8](=[CH:9][CH:10]=2)[NH:7][C:6]([C:4]([O:3][CH2:1][CH3:2])=[O:5])=[CH:14]3)=[CH:16][CH:17]=1)[C:22]1[CH:27]=[CH:26][CH:25]=[CH:24][CH:23]=1, predict the reactants needed to synthesize it. The reactants are: [CH2:1]([O:3][C:4]([C:6]1[NH:7][C:8]2[C:13]([CH:14]=1)=[CH:12][C:11]([C:15]1[CH:20]=[CH:19][N:18]=[CH:17][CH:16]=1)=[CH:10][CH:9]=2)=[O:5])[CH3:2].[CH2:21]([Br:28])[C:22]1[CH:27]=[CH:26][CH:25]=[CH:24][CH:23]=1.C(OCC)(=O)C.